This data is from Reaction yield outcomes from USPTO patents with 853,638 reactions. The task is: Predict the reaction yield, written as a fraction of the theoretical maximum amount of product (1.0 means a 100% yield; for example, 0.34 means a 34% yield). (1) The reactants are [NH2:1][C:2]1[S:6][N:5]=[C:4]([CH3:7])[C:3]=1[C:8]([NH:10][C:11]1[CH:16]=[CH:15][C:14]([F:17])=[C:13]([F:18])[CH:12]=1)=[O:9].Cl[C:20]1[CH:29]=[N:28][C:27]2[C:22](=[CH:23][CH:24]=[C:25]([F:30])[CH:26]=2)[N:21]=1.C(=O)([O-])[O-].[Cs+].[Cs+].CC1(C)C2C(=C(P(C3C=CC=CC=3)C3C=CC=CC=3)C=CC=2)OC2C(P(C3C=CC=CC=3)C3C=CC=CC=3)=CC=CC1=2. The catalyst is O1CCOCC1.CN(C=O)C.C([O-])(=O)C.[Pd+2].C([O-])(=O)C. The product is [F:18][C:13]1[CH:12]=[C:11]([NH:10][C:8]([C:3]2[C:4]([CH3:7])=[N:5][S:6][C:2]=2[NH:1][C:20]2[CH:29]=[N:28][C:27]3[C:22](=[CH:23][CH:24]=[C:25]([F:30])[CH:26]=3)[N:21]=2)=[O:9])[CH:16]=[CH:15][C:14]=1[F:17]. The yield is 0.100. (2) The reactants are [C:1]([N:4]1[C:13]2[C:8](=[CH:9][C:10]([C:14]3[N:15]=[CH:16][N:17]([CH2:19][CH2:20][NH:21]C(OC(C)(C)C)=O)[CH:18]=3)=[CH:11][CH:12]=2)[C@H:7]([NH:29][C:30](=[O:35])[O:31][CH:32]([CH3:34])[CH3:33])[CH2:6][C@@H:5]1[CH3:36])(=[O:3])[CH3:2].[ClH:37].CCOCC. The catalyst is O1CCOCC1. The product is [ClH:37].[C:1]([N:4]1[C:13]2[C:8](=[CH:9][C:10]([C:14]3[N:15]=[CH:16][N:17]([CH2:19][CH2:20][NH2:21])[CH:18]=3)=[CH:11][CH:12]=2)[C@H:7]([NH:29][C:30](=[O:35])[O:31][CH:32]([CH3:33])[CH3:34])[CH2:6][C@@H:5]1[CH3:36])(=[O:3])[CH3:2]. The yield is 0.610. (3) The reactants are [NH:1]1[C:6]2[CH:7]=[CH:8][CH:9]=[CH:10][C:5]=2[C:4](=O)[O:3][C:2]1=O.[Br:13][C:14]1[C:15]([CH3:21])=[C:16]([CH:18]=[CH:19][CH:20]=1)[NH2:17].COC(OC)OC. The catalyst is C1COCC1. The product is [Br:13][C:14]1[C:15]([CH3:21])=[C:16]([N:17]2[C:4](=[O:3])[C:5]3[C:6](=[CH:7][CH:8]=[CH:9][CH:10]=3)[N:1]=[CH:2]2)[CH:18]=[CH:19][CH:20]=1. The yield is 0.360. (4) The reactants are [H-].[H-].[H-].[H-].[Li+].[Al+3].[OH:7][C:8]1[CH:13]=[CH:12][C:11]([CH2:14][CH2:15][C:16](O)=[O:17])=[CH:10][CH:9]=1.Cl. The catalyst is C1COCC1.O. The product is [OH:7][C:8]1[CH:9]=[CH:10][C:11]([CH2:14][CH2:15][CH2:16][OH:17])=[CH:12][CH:13]=1. The yield is 0.699. (5) The reactants are C[O:2][C:3](=[O:12])[CH2:4][S:5][CH2:6][CH2:7][C:8]([O:10]C)=[O:9].O.[OH-].[Li+].Cl. The catalyst is C1COCC1.CO.O.O. The product is [C:3]([CH2:4][S:5][CH2:6][CH2:7][C:8]([OH:10])=[O:9])([OH:12])=[O:2]. The yield is 0.850.